From a dataset of Full USPTO retrosynthesis dataset with 1.9M reactions from patents (1976-2016). Predict the reactants needed to synthesize the given product. (1) Given the product [Si:1]([O:8][CH2:9][C@H:10]1[O:14][C@@H:13]([N:15]2[CH:22]=[CH:21][C:19]([NH:20][C:27](=[O:34])[CH2:28][CH2:29][CH2:30][CH2:31][CH2:32][CH3:33])=[N:18][C:16]2=[O:17])[C@H:12]([OH:23])[C@:11]1([C:25]#[CH:26])[OH:24])([C:4]([CH3:7])([CH3:6])[CH3:5])([CH3:2])[CH3:3], predict the reactants needed to synthesize it. The reactants are: [Si:1]([O:8][CH2:9][C@H:10]1[O:14][C@@H:13]([N:15]2[CH:22]=[CH:21][C:19]([NH2:20])=[N:18][C:16]2=[O:17])[C@H:12]([OH:23])[C@:11]1([C:25]#[CH:26])[OH:24])([C:4]([CH3:7])([CH3:6])[CH3:5])([CH3:3])[CH3:2].[C:27](O[C:27](=[O:34])[CH2:28][CH2:29][CH2:30][CH2:31][CH2:32][CH3:33])(=[O:34])[CH2:28][CH2:29][CH2:30][CH2:31][CH2:32][CH3:33].O1CCOCC1. (2) Given the product [NH2:1][C:2]1[CH:11]=[C:10]([F:12])[C:9]([O:13][CH3:14])=[C:8]2[C:3]=1[C:4](=[O:24])[C:5]([C:19]([OH:21])=[O:20])=[CH:6][N:7]2[C@@H:15]1[CH2:17][C@@H:16]1[F:18], predict the reactants needed to synthesize it. The reactants are: [NH2:1][C:2]1[CH:11]=[C:10]([F:12])[C:9]([O:13][CH3:14])=[C:8]2[C:3]=1[C:4](=[O:24])[C:5]([C:19]([O:21]CC)=[O:20])=[CH:6][N:7]2[C@@H:15]1[CH2:17][C@@H:16]1[F:18].C(O)(=O)C.Cl.